Dataset: Reaction yield outcomes from USPTO patents with 853,638 reactions. Task: Predict the reaction yield, written as a fraction of the theoretical maximum amount of product (1.0 means a 100% yield; for example, 0.34 means a 34% yield). (1) The yield is 0.830. The product is [NH2:7][C@@H:8]([CH2:13][CH2:14][C:15]1[CH:20]=[CH:19][CH:18]=[CH:17][CH:16]=1)[C:9]([NH:2][CH3:1])=[O:10]. No catalyst specified. The reactants are [CH3:1][NH2:2].C(O)C.Cl.[NH2:7][C@@H:8]([CH2:13][CH2:14][C:15]1[CH:20]=[CH:19][CH:18]=[CH:17][CH:16]=1)[C:9](OC)=[O:10]. (2) The reactants are [O:1]=[C:2]1[CH2:7][CH2:6][N:5]([C:8]2[CH:15]=[CH:14][C:11]([C:12]#[N:13])=[CH:10][CH:9]=2)[CH2:4][CH2:3]1.[BH4-].[Na+]. The catalyst is CO.O. The product is [OH:1][CH:2]1[CH2:3][CH2:4][N:5]([C:8]2[CH:15]=[CH:14][C:11]([C:12]#[N:13])=[CH:10][CH:9]=2)[CH2:6][CH2:7]1. The yield is 0.950. (3) The reactants are [CH3:1][O:2][C:3]([C:5]1([C:8]2[CH:13]=[CH:12][C:11]([OH:14])=[C:10]([NH2:15])[CH:9]=2)[CH2:7][CH2:6]1)=[O:4].Cl[C:17](Cl)([O:19]C(=O)OC(Cl)(Cl)Cl)Cl.O. The catalyst is C1COCC1. The product is [CH3:1][O:2][C:3]([C:5]1([C:8]2[CH:13]=[CH:12][C:11]3[O:14][C:17](=[O:19])[NH:15][C:10]=3[CH:9]=2)[CH2:7][CH2:6]1)=[O:4]. The yield is 0.910.